From a dataset of Forward reaction prediction with 1.9M reactions from USPTO patents (1976-2016). Predict the product of the given reaction. (1) Given the reactants Br[C:2]1[CH:3]=[CH:4][C:5]2[O:11][CH2:10][CH2:9][N:8]3[CH:12]=[CH:13][N:14]=[C:7]3[C:6]=2[CH:15]=1.[F:16][C:17]1[C:22](B(O)O)=[CH:21][CH:20]=[CH:19][N:18]=1.C([O-])(=O)C.[K+], predict the reaction product. The product is: [F:16][C:17]1[C:22]([C:2]2[CH:3]=[CH:4][C:5]3[O:11][CH2:10][CH2:9][N:8]4[CH:12]=[CH:13][N:14]=[C:7]4[C:6]=3[CH:15]=2)=[CH:21][CH:20]=[CH:19][N:18]=1. (2) Given the reactants [O:1]=[C:2]1[CH2:6][CH2:5][CH2:4][N:3]1[C@H:7]([C:15]1[CH:20]=[CH:19][CH:18]=[CH:17][CH:16]=1)[C:8]([O:10]C(C)(C)C)=[O:9], predict the reaction product. The product is: [O:1]=[C:2]1[CH2:6][CH2:5][CH2:4][N:3]1[C@H:7]([C:15]1[CH:20]=[CH:19][CH:18]=[CH:17][CH:16]=1)[C:8]([OH:10])=[O:9]. (3) Given the reactants Br[CH2:2][CH2:3][CH2:4][CH2:5]Br.[C:7]([O:13][C:14]([CH3:17])([CH3:16])[CH3:15])(=[O:12])[CH2:8][C:9]([CH3:11])=[O:10], predict the reaction product. The product is: [C:9]([C:8]1([C:7]([O:13][C:14]([CH3:17])([CH3:16])[CH3:15])=[O:12])[CH2:5][CH2:4][CH2:3][CH2:2]1)(=[O:10])[CH3:11].